Dataset: Full USPTO retrosynthesis dataset with 1.9M reactions from patents (1976-2016). Task: Predict the reactants needed to synthesize the given product. (1) Given the product [CH2:17]1[O:18][C:13]2[CH:12]=[C:10]3[C:9]([C:1]([C:2]4[CH:7]=[CH:6][CH:5]=[CH:4][CH:3]=4)=[N:23][C:22](=[O:20])[NH:11]3)=[CH:15][C:14]=2[O:16]1, predict the reactants needed to synthesize it. The reactants are: [C:1]([C:9]1[CH:15]=[C:14]2[O:16][CH2:17][O:18][C:13]2=[CH:12][C:10]=1[NH2:11])(=O)[C:2]1[CH:7]=[CH:6][CH:5]=[CH:4][CH:3]=1.O.[O:20]([C:22]#[N:23])[Na]. (2) Given the product [CH2:1]([NH:8][C:9]1[C:13]2[CH:14]=[C:15]([CH:27]=[O:28])[C:16]([N:19]3[CH2:24][C@H:23]([CH3:25])[O:22][C@H:21]([CH3:26])[CH2:20]3)=[C:17]([F:18])[C:12]=2[O:11][N:10]=1)[C:2]1[CH:7]=[CH:6][CH:5]=[CH:4][CH:3]=1, predict the reactants needed to synthesize it. The reactants are: [CH2:1]([NH:8][C:9]1[C:13]2[CH:14]=[C:15]([CH2:27][OH:28])[C:16]([N:19]3[CH2:24][C@H:23]([CH3:25])[O:22][C@H:21]([CH3:26])[CH2:20]3)=[C:17]([F:18])[C:12]=2[O:11][N:10]=1)[C:2]1[CH:7]=[CH:6][CH:5]=[CH:4][CH:3]=1.C[N+]1([O-])CCOCC1. (3) Given the product [NH2:42][S:39]([O:38][C@@H:34]1[CH2:35][CH2:36][CH2:37][N:32]([C:10]2[N:11]=[C:12]3[CH:19]=[C:18]([C:20]([NH:22][C:23]4[S:24][CH:25]=[C:26]([C:28]([CH3:31])([CH3:30])[CH3:29])[N:27]=4)=[O:21])[CH:17]=[CH:16][N:13]3[C:14](=[O:15])[C:9]=2/[CH:8]=[CH:7]/[C:6]([OH:43])=[O:5])[CH2:33]1)(=[O:40])=[O:41], predict the reactants needed to synthesize it. The reactants are: C([O:5][C:6](=[O:43])/[CH:7]=[CH:8]/[C:9]1[C:14](=[O:15])[N:13]2[CH:16]=[CH:17][C:18]([C:20]([NH:22][C:23]3[S:24][CH:25]=[C:26]([C:28]([CH3:31])([CH3:30])[CH3:29])[N:27]=3)=[O:21])=[CH:19][C:12]2=[N:11][C:10]=1[N:32]1[CH2:37][CH2:36][CH2:35][C@@H:34]([O:38][S:39]([NH2:42])(=[O:41])=[O:40])[CH2:33]1)(C)(C)C. (4) The reactants are: C(N)C1C=CC=CC=1.[CH2:9]([N:16]=[C:17]([C:19]1[CH:24]=[CH:23][CH:22]=[CH:21][CH:20]=1)[CH3:18])[C:10]1[CH:15]=[CH:14][CH:13]=[CH:12][CH:11]=1. Given the product [CH2:9]([NH:16][C@H:17]([C:19]1[CH:24]=[CH:23][CH:22]=[CH:21][CH:20]=1)[CH3:18])[C:10]1[CH:15]=[CH:14][CH:13]=[CH:12][CH:11]=1, predict the reactants needed to synthesize it. (5) Given the product [CH3:1][O:2][C:3]([C:5]1[CH:10]=[C:9]([NH:11][S:27]([CH:18]([C:21]2[CH:26]=[CH:25][CH:24]=[CH:23][CH:22]=2)[C:12]2[CH:17]=[CH:16][CH:15]=[CH:14][CH:13]=2)(=[O:29])=[O:28])[CH:8]=[CH:7][N:6]=1)=[O:4], predict the reactants needed to synthesize it. The reactants are: [CH3:1][O:2][C:3]([C:5]1[CH:10]=[C:9]([NH2:11])[CH:8]=[CH:7][N:6]=1)=[O:4].[C:12]1([C:18]([C:21]2[CH:26]=[CH:25][CH:24]=[CH:23][CH:22]=2)=[N+]=[N-])[CH:17]=[CH:16][CH:15]=[CH:14][CH:13]=1.[S:27](=[O:29])=[O:28]. (6) Given the product [CH2:23]1[C:24]2[C:29](=[CH:28][CH:27]=[CH:26][CH:25]=2)[CH2:30][CH:22]1[C:20]([NH:19][C@@H:17]([CH3:18])[C:16]([NH:15][C@@H:10]([CH2:11][CH:12]([CH3:14])[CH3:13])[C:9]([OH:32])=[O:8])=[O:31])=[O:21], predict the reactants needed to synthesize it. The reactants are: C([O:8][C:9](=[O:32])[C@@H:10]([NH:15][C:16](=[O:31])[C@@H:17]([NH:19][C:20]([CH:22]1[CH2:30][C:29]2[C:24](=[CH:25][CH:26]=[CH:27][CH:28]=2)[CH2:23]1)=[O:21])[CH3:18])[CH2:11][CH:12]([CH3:14])[CH3:13])C1C=CC=CC=1.